From a dataset of Full USPTO retrosynthesis dataset with 1.9M reactions from patents (1976-2016). Predict the reactants needed to synthesize the given product. (1) Given the product [F:41][C:27]1[C:28]([NH:32][S:33]([C:36]2[CH:40]=[CH:39][O:38][CH:37]=2)(=[O:35])=[O:34])=[CH:29][CH:30]=[CH:31][C:26]=1[C:9]1[N:10]=[C:11]([CH:13]2[CH2:18][CH2:17][N:16]([C:19]([O:21][C:22]([CH3:25])([CH3:24])[CH3:23])=[O:20])[CH2:15][CH2:14]2)[S:12][C:8]=1[C:6]1[CH:5]=[CH:4][N:3]=[C:2]([CH3:42])[N:7]=1, predict the reactants needed to synthesize it. The reactants are: Cl[C:2]1[N:7]=[C:6]([C:8]2[S:12][C:11]([CH:13]3[CH2:18][CH2:17][N:16]([C:19]([O:21][C:22]([CH3:25])([CH3:24])[CH3:23])=[O:20])[CH2:15][CH2:14]3)=[N:10][C:9]=2[C:26]2[CH:31]=[CH:30][CH:29]=[C:28]([NH:32][S:33]([C:36]3[CH:40]=[CH:39][O:38][CH:37]=3)(=[O:35])=[O:34])[C:27]=2[F:41])[CH:5]=[CH:4][N:3]=1.[CH3:42][Zn]C. (2) Given the product [N:6]([C@@H:9]([C@H:24]([C:26]1[CH:31]=[C:30]([Br:32])[C:29]([O:33][CH2:34][C:35]2[CH:36]=[CH:37][CH:38]=[CH:39][CH:40]=2)=[CH:28][C:27]=1[F:41])[CH3:25])[C:10]([OH:45])=[O:11])=[N+:7]=[N-:8], predict the reactants needed to synthesize it. The reactants are: OO.O[Li].O.[N:6]([C@@H:9]([C@H:24]([C:26]1[CH:31]=[C:30]([Br:32])[C:29]([O:33][CH2:34][C:35]2[CH:40]=[CH:39][CH:38]=[CH:37][CH:36]=2)=[CH:28][C:27]=1[F:41])[CH3:25])[C:10](N1[C@H](C2C=CC=CC=2)COC1=O)=[O:11])=[N+:7]=[N-:8].C1C[O:45]CC1. (3) Given the product [OH:1][CH:2]([C:6]1[CH:11]=[CH:10][C:9]([C:12]2[N:16]=[C:15]([C:17]3[O:21][N:20]=[C:19]([C:22]4[CH:27]=[CH:26][CH:25]=[CH:24][CH:23]=4)[C:18]=3[C:28]([F:29])([F:31])[F:30])[O:14][N:13]=2)=[CH:8][CH:7]=1)[C:3]([NH:46][CH2:45][C:43]1[O:44][C:40]([CH3:39])=[N:41][N:42]=1)=[O:4], predict the reactants needed to synthesize it. The reactants are: [OH:1][CH:2]([C:6]1[CH:11]=[CH:10][C:9]([C:12]2[N:16]=[C:15]([C:17]3[O:21][N:20]=[C:19]([C:22]4[CH:27]=[CH:26][CH:25]=[CH:24][CH:23]=4)[C:18]=3[C:28]([F:31])([F:30])[F:29])[O:14][N:13]=2)=[CH:8][CH:7]=1)[C:3](O)=[O:4].CN1CCOCC1.[CH3:39][C:40]1[O:44][C:43]([CH2:45][NH2:46])=[N:42][N:41]=1.F[P-](F)(F)(F)(F)F.N1(O[P+](N(C)C)(N(C)C)N(C)C)C2C=CC=CC=2N=N1. (4) The reactants are: [Br:1][C:2]1[CH:7]=[CH:6][C:5]([S:8]([NH:11][C:12]2[C:21]3[C:16](=[CH:17][CH:18]=[CH:19][CH:20]=3)[C:15]([O:22]C)=[C:14]([S:24][CH2:25][C:26]([O:28][CH3:29])=[O:27])[CH:13]=2)(=[O:10])=[O:9])=[CH:4][CH:3]=1.B(Br)(Br)Br.C(=O)=O.CC(C)=O.[NH4+].[Cl-]. Given the product [Br:1][C:2]1[CH:7]=[CH:6][C:5]([S:8]([NH:11][C:12]2[C:21]3[C:16](=[CH:17][CH:18]=[CH:19][CH:20]=3)[C:15]([OH:22])=[C:14]([S:24][CH2:25][C:26]([O:28][CH3:29])=[O:27])[CH:13]=2)(=[O:10])=[O:9])=[CH:4][CH:3]=1, predict the reactants needed to synthesize it. (5) Given the product [NH:1]1[C@H:10]2[C@@H:5]([CH2:6][CH2:7][CH2:8][CH2:9]2)[CH2:4][CH2:3][C:2]1=[O:11], predict the reactants needed to synthesize it. The reactants are: [NH:1]1[C:10]2[CH2:9][CH2:8][CH2:7][CH2:6][C:5]=2[CH2:4][CH2:3][C:2]1=[O:11].[BH3-]C#N.[Na+].Cl. (6) The reactants are: [O:1]1[C:5]2([CH2:10][CH2:9][CH:8]([CH2:11][CH2:12][N:13]3[CH2:18][CH2:17][N:16]([C:19]4[CH:24]=[CH:23][CH:22]=[C:21]([CH2:25][OH:26])[CH:20]=4)[CH2:15][CH2:14]3)[CH2:7][CH2:6]2)[O:4][CH2:3][CH2:2]1.[F-].[K+].I[CH3:30].[OH-].[K+]. Given the product [O:4]1[C:5]2([CH2:10][CH2:9][CH:8]([CH2:11][CH2:12][N:13]3[CH2:14][CH2:15][N:16]([C:19]4[CH:24]=[CH:23][CH:22]=[C:21]([CH2:25][O:26][CH3:30])[CH:20]=4)[CH2:17][CH2:18]3)[CH2:7][CH2:6]2)[O:1][CH2:2][CH2:3]1, predict the reactants needed to synthesize it. (7) Given the product [CH2:1]1[CH:5]2[CH2:6][N:7]([C:21]([O:20][C:17]([CH3:19])([CH3:18])[CH3:16])=[O:22])[CH2:8][CH:4]2[CH2:3][O:2]1, predict the reactants needed to synthesize it. The reactants are: [CH2:1]1[CH:5]2[CH2:6][NH:7][CH2:8][CH:4]2[CH2:3][O:2]1.CCN(CC)CC.[CH3:16][C:17]([O:20][C:21](O[C:21]([O:20][C:17]([CH3:19])([CH3:18])[CH3:16])=[O:22])=[O:22])([CH3:19])[CH3:18].